This data is from Merck oncology drug combination screen with 23,052 pairs across 39 cell lines. The task is: Regression. Given two drug SMILES strings and cell line genomic features, predict the synergy score measuring deviation from expected non-interaction effect. (1) Drug 1: CCN(CC)CCNC(=O)c1c(C)[nH]c(C=C2C(=O)Nc3ccc(F)cc32)c1C. Drug 2: O=C(NOCC(O)CO)c1ccc(F)c(F)c1Nc1ccc(I)cc1F. Cell line: NCIH1650. Synergy scores: synergy=1.08. (2) Drug 1: COC12C(COC(N)=O)C3=C(C(=O)C(C)=C(N)C3=O)N1CC1NC12. Drug 2: CCc1cnn2c(NCc3ccc[n+]([O-])c3)cc(N3CCCCC3CCO)nc12. Cell line: ZR751. Synergy scores: synergy=-21.7.